From a dataset of Peptide-MHC class II binding affinity with 134,281 pairs from IEDB. Regression. Given a peptide amino acid sequence and an MHC pseudo amino acid sequence, predict their binding affinity value. This is MHC class II binding data. (1) The peptide sequence is YQNPTTYISVGTSTLNQ. The MHC is DRB1_1501 with pseudo-sequence DRB1_1501. The binding affinity (normalized) is 0.435. (2) The peptide sequence is LDYLRRMTVFLQGLM. The MHC is DRB1_1501 with pseudo-sequence DRB1_1501. The binding affinity (normalized) is 0.532.